From a dataset of Peptide-MHC class I binding affinity with 185,985 pairs from IEDB/IMGT. Regression. Given a peptide amino acid sequence and an MHC pseudo amino acid sequence, predict their binding affinity value. This is MHC class I binding data. (1) The MHC is HLA-B40:01 with pseudo-sequence HLA-B40:01. The peptide sequence is SIIQEKLGY. The binding affinity (normalized) is 0.0847. (2) The peptide sequence is MMPIKSIVTL. The MHC is HLA-A02:01 with pseudo-sequence HLA-A02:01. The binding affinity (normalized) is 0.834. (3) The peptide sequence is STIANSNII. The MHC is HLA-A32:01 with pseudo-sequence HLA-A32:01. The binding affinity (normalized) is 0.754.